Dataset: Full USPTO retrosynthesis dataset with 1.9M reactions from patents (1976-2016). Task: Predict the reactants needed to synthesize the given product. (1) Given the product [CH3:7][CH:2]([CH2:3][CH2:4][CH:5]([CH:6]([CH3:9])[CH3:8])[CH2:10][OH:11])[CH3:1], predict the reactants needed to synthesize it. The reactants are: [CH3:1][C:2]1[CH2:7][C:6]([CH3:9])([CH3:8])[C:5]([CH:10]=[O:11])=[CH:4][CH:3]=1.CC(C)=C/C=C(\C(C)=C)/C=O.C/C(/C=C/C=C(C)C)=C\C=O. (2) Given the product [CH3:1][O:2][C:3]1[C:11]([O:12][CH3:13])=[CH:10][CH:9]=[CH:8][C:4]=1[CH2:5][N:15]([CH3:14])[C:44](=[O:46])/[CH:43]=[CH:42]/[C:37]1[CH:38]=[N:39][C:40]2[NH:41][C:32](=[O:31])[CH2:33][CH2:34][C:35]=2[CH:36]=1, predict the reactants needed to synthesize it. The reactants are: [CH3:1][O:2][C:3]1[C:11]([O:12][CH3:13])=[CH:10][CH:9]=[CH:8][C:4]=1[CH2:5]CN.[CH3:14][NH:15]CC1C=CC2C(=CC=CC=2)C=1CCC.Cl.[O:31]=[C:32]1[NH:41][C:40]2[N:39]=[CH:38][C:37](/[CH:42]=[CH:43]/[C:44]([OH:46])=O)=[CH:36][C:35]=2[CH2:34][CH2:33]1.Cl.CN1CC2C=C(/C=C/C(O)=O)C=NC=2NC(=O)C1. (3) Given the product [C:1]([C:5]1[CH:6]=[C:7]2[C:12](=[C:13]([F:15])[CH:14]=1)[C:11](=[O:16])[N:10]([C:17]1[C:22]([CH2:23][OH:24])=[C:21]([C:25]3[CH:30]=[C:29]([NH:31][C:32]4[CH:41]=[C:35]5[CH2:36][N+:37]([O-:49])([CH3:40])[CH2:38][CH2:39][N:34]5[N:33]=4)[C:28](=[O:42])[N:27]([CH3:43])[N:26]=3)[CH:20]=[CH:19][N:18]=1)[N:9]=[CH:8]2)([CH3:4])([CH3:2])[CH3:3], predict the reactants needed to synthesize it. The reactants are: [C:1]([C:5]1[CH:6]=[C:7]2[C:12](=[C:13]([F:15])[CH:14]=1)[C:11](=[O:16])[N:10]([C:17]1[C:22]([CH2:23][OH:24])=[C:21]([C:25]3[CH:30]=[C:29]([NH:31][C:32]4[CH:41]=[C:35]5[CH2:36][N:37]([CH3:40])[CH2:38][CH2:39][N:34]5[N:33]=4)[C:28](=[O:42])[N:27]([CH3:43])[N:26]=3)[CH:20]=[CH:19][N:18]=1)[N:9]=[CH:8]2)([CH3:4])([CH3:3])[CH3:2].ClC1C=C(C=CC=1)C(OO)=[O:49]. (4) Given the product [CH3:24][O:23][C:3]1[CH:4]=[C:5]2[C:10](=[CH:11][C:2]=1[O:1][CH2:42][C@H:43]1[CH2:44][O:45]1)[N:9]=[CH:8][N:7]=[C:6]2[O:12][C:13]1[CH:14]=[C:15]2[C:19](=[CH:20][CH:21]=1)[NH:18][C:17]([CH3:22])=[CH:16]2, predict the reactants needed to synthesize it. The reactants are: [OH:1][C:2]1[CH:11]=[C:10]2[C:5]([C:6]([O:12][C:13]3[CH:14]=[C:15]4[C:19](=[CH:20][CH:21]=3)[NH:18][C:17]([CH3:22])=[CH:16]4)=[N:7][CH:8]=[N:9]2)=[CH:4][C:3]=1[O:23][CH3:24].C(=O)([O-])[O-].[K+].[K+].CC1C=CC(S(O[CH2:42][C@@H:43]2[O:45][CH2:44]2)(=O)=O)=CC=1. (5) The reactants are: CC1(C)C(C)(C)OB(/[CH:9]=[CH:10]/[CH2:11][CH2:12][O:13][CH:14]2[CH2:19][CH2:18][CH2:17][CH2:16][O:15]2)O1.[NH2:21][C:22]1[CH:29]=[CH:28][CH:27]=[C:26](Br)[C:23]=1[C:24]#[N:25]. Given the product [NH2:21][C:22]1[CH:29]=[CH:28][CH:27]=[C:26](/[CH:9]=[CH:10]/[CH2:11][CH2:12][O:13][CH:14]2[CH2:19][CH2:18][CH2:17][CH2:16][O:15]2)[C:23]=1[C:24]#[N:25], predict the reactants needed to synthesize it. (6) Given the product [NH2:1][C:2]1[CH:31]=[CH:30][C:29]([F:32])=[CH:28][C:3]=1[CH2:4][N:6]1[CH2:11][CH2:10][CH:9]([CH2:12][O:13][C:14]2[C:23]([CH:24]3[CH2:26][CH2:25]3)=[CH:22][C:17]([C:18]([O:20][CH3:21])=[O:19])=[C:16]([F:27])[CH:15]=2)[CH2:8][CH2:7]1, predict the reactants needed to synthesize it. The reactants are: [NH2:1][C:2]1[CH:31]=[CH:30][C:29]([F:32])=[CH:28][C:3]=1[C:4]([N:6]1[CH2:11][CH2:10][CH:9]([CH2:12][O:13][C:14]2[C:23]([CH:24]3[CH2:26][CH2:25]3)=[CH:22][C:17]([C:18]([O:20][CH3:21])=[O:19])=[C:16]([F:27])[CH:15]=2)[CH2:8][CH2:7]1)=O.CO.Cl.